This data is from Full USPTO retrosynthesis dataset with 1.9M reactions from patents (1976-2016). The task is: Predict the reactants needed to synthesize the given product. (1) Given the product [CH3:20][S:19][C:17]1[S:18][C:14]([NH:13][C:10](=[O:12])[CH:9]=[CH:8][S:7][C:1]2[CH:2]=[CH:3][CH:4]=[CH:5][CH:6]=2)=[CH:15][N:16]=1, predict the reactants needed to synthesize it. The reactants are: [C:1]1([S:7][CH:8]=[CH:9][C:10]([OH:12])=O)[CH:6]=[CH:5][CH:4]=[CH:3][CH:2]=1.[NH2:13][C:14]1[S:18][C:17]([S:19][CH3:20])=[N:16][CH:15]=1. (2) Given the product [NH2:1][C:2]1[C:3]([C:19]([NH2:21])=[O:20])=[N:4][C:5]([C:9]2[CH:14]=[CH:13][C:12](=[O:15])[N:11]([CH:16]([CH3:18])[CH3:17])[CH:10]=2)=[C:6]([C:27]2[CH:28]=[CH:29][C:24]([O:23][CH3:22])=[CH:25][CH:26]=2)[N:7]=1, predict the reactants needed to synthesize it. The reactants are: [NH2:1][C:2]1[C:3]([C:19]([NH2:21])=[O:20])=[N:4][C:5]([C:9]2[CH:14]=[CH:13][C:12](=[O:15])[N:11]([CH:16]([CH3:18])[CH3:17])[CH:10]=2)=[C:6](Cl)[N:7]=1.[CH3:22][O:23][C:24]1[CH:29]=[CH:28][C:27](B(O)O)=[CH:26][CH:25]=1.O.CCOC(C)=O. (3) The reactants are: C([O:4][C:5]1[CH:10]=[CH:9][CH:8]=[CH:7][C:6]=1[Br:11])C=C.[C:12]1(C)[CH:17]=C(C)C=C(C)[CH:13]=1. Given the product [CH2:17]([C:10]1[CH:9]=[CH:8][CH:7]=[C:6]([Br:11])[C:5]=1[OH:4])[CH:12]=[CH2:13], predict the reactants needed to synthesize it. (4) Given the product [CH2:31]([O:30][C:28]([N:15]1[CH:16]2[CH:21]([CH:20]([N:22]3[CH2:26][CH2:25][CH2:24][CH2:23]3)[CH2:19][CH2:18][CH2:17]2)[N:12]([C:10](=[O:11])[CH2:9][C:4]2[CH:5]=[CH:6][C:7]([Cl:8])=[C:2]([Cl:1])[CH:3]=2)[CH2:13][CH2:14]1)=[O:29])[CH3:32], predict the reactants needed to synthesize it. The reactants are: [Cl:1][C:2]1[CH:3]=[C:4]([CH2:9][C:10]([N:12]2[CH:21]3[CH:16]([CH2:17][CH2:18][CH2:19][CH:20]3[N:22]3[CH2:26][CH2:25][CH2:24][CH2:23]3)[NH:15][CH2:14][CH2:13]2)=[O:11])[CH:5]=[CH:6][C:7]=1[Cl:8].Cl[C:28]([O:30][CH2:31][CH3:32])=[O:29].